From a dataset of NCI-60 drug combinations with 297,098 pairs across 59 cell lines. Regression. Given two drug SMILES strings and cell line genomic features, predict the synergy score measuring deviation from expected non-interaction effect. (1) Synergy scores: CSS=-0.353, Synergy_ZIP=0.0513, Synergy_Bliss=-3.23, Synergy_Loewe=1.54, Synergy_HSA=-3.13. Drug 1: CCC(=C(C1=CC=CC=C1)C2=CC=C(C=C2)OCCN(C)C)C3=CC=CC=C3.C(C(=O)O)C(CC(=O)O)(C(=O)O)O. Drug 2: C1=CN(C=N1)CC(O)(P(=O)(O)O)P(=O)(O)O. Cell line: HCT116. (2) Drug 1: C(=O)(N)NO. Drug 2: COCCOC1=C(C=C2C(=C1)C(=NC=N2)NC3=CC=CC(=C3)C#C)OCCOC.Cl. Cell line: HT29. Synergy scores: CSS=2.54, Synergy_ZIP=-1.87, Synergy_Bliss=0.735, Synergy_Loewe=-2.76, Synergy_HSA=-1.03. (3) Drug 1: C1=CC(=CC=C1CCCC(=O)O)N(CCCl)CCCl. Drug 2: CC1=C2C(C(=O)C3(C(CC4C(C3C(C(C2(C)C)(CC1OC(=O)C(C(C5=CC=CC=C5)NC(=O)C6=CC=CC=C6)O)O)OC(=O)C7=CC=CC=C7)(CO4)OC(=O)C)O)C)OC(=O)C. Cell line: A549. Synergy scores: CSS=38.3, Synergy_ZIP=-7.15, Synergy_Bliss=-8.05, Synergy_Loewe=-13.5, Synergy_HSA=-4.06. (4) Drug 1: C1C(C(OC1N2C=NC3=C(N=C(N=C32)Cl)N)CO)O. Drug 2: CC12CCC3C(C1CCC2OP(=O)(O)O)CCC4=C3C=CC(=C4)OC(=O)N(CCCl)CCCl.[Na+]. Cell line: HOP-92. Synergy scores: CSS=21.1, Synergy_ZIP=3.87, Synergy_Bliss=5.84, Synergy_Loewe=-17.5, Synergy_HSA=3.26. (5) Drug 1: C(=O)(N)NO. Drug 2: CC1CCCC2(C(O2)CC(NC(=O)CC(C(C(=O)C(C1O)C)(C)C)O)C(=CC3=CSC(=N3)C)C)C. Cell line: OVCAR3. Synergy scores: CSS=61.5, Synergy_ZIP=0.870, Synergy_Bliss=-2.40, Synergy_Loewe=-28.7, Synergy_HSA=-0.391. (6) Drug 1: CC1=CC2C(CCC3(C2CCC3(C(=O)C)OC(=O)C)C)C4(C1=CC(=O)CC4)C. Drug 2: CC12CCC3C(C1CCC2O)C(CC4=C3C=CC(=C4)O)CCCCCCCCCS(=O)CCCC(C(F)(F)F)(F)F. Cell line: BT-549. Synergy scores: CSS=-4.03, Synergy_ZIP=0.997, Synergy_Bliss=-4.74, Synergy_Loewe=-7.79, Synergy_HSA=-7.20. (7) Drug 1: CC12CCC(CC1=CCC3C2CCC4(C3CC=C4C5=CN=CC=C5)C)O. Drug 2: C1CN1P(=S)(N2CC2)N3CC3. Cell line: M14. Synergy scores: CSS=8.18, Synergy_ZIP=-2.91, Synergy_Bliss=0.851, Synergy_Loewe=-1.20, Synergy_HSA=0.420. (8) Drug 1: CN1C(=O)N2C=NC(=C2N=N1)C(=O)N. Drug 2: CC=C1C(=O)NC(C(=O)OC2CC(=O)NC(C(=O)NC(CSSCCC=C2)C(=O)N1)C(C)C)C(C)C. Cell line: SK-MEL-28. Synergy scores: CSS=18.6, Synergy_ZIP=1.12, Synergy_Bliss=-3.53, Synergy_Loewe=-44.6, Synergy_HSA=-10.1. (9) Drug 1: C1=NC2=C(N1)C(=S)N=CN2. Drug 2: CC1CCCC2(C(O2)CC(NC(=O)CC(C(C(=O)C(C1O)C)(C)C)O)C(=CC3=CSC(=N3)C)C)C. Cell line: ACHN. Synergy scores: CSS=41.3, Synergy_ZIP=0.0807, Synergy_Bliss=1.24, Synergy_Loewe=-0.287, Synergy_HSA=3.05.